Task: Predict which catalyst facilitates the given reaction.. Dataset: Catalyst prediction with 721,799 reactions and 888 catalyst types from USPTO (1) Reactant: [Cl:1][C:2]1[CH:3]=[C:4]2[CH:10]=[C:9]([C:11]([OH:13])=O)[NH:8][C:5]2=[CH:6][N:7]=1.[NH2:14][C@@H:15]([CH2:24][O:25][CH3:26])[C@H:16]([C:18]1[CH:23]=[CH:22][CH:21]=[CH:20][CH:19]=1)[OH:17].C1C=CC2N(O)N=NC=2C=1.CCN(C(C)C)C(C)C.CCN=C=NCCCN(C)C. Product: [OH:17][C@@H:16]([C:18]1[CH:23]=[CH:22][CH:21]=[CH:20][CH:19]=1)[C@@H:15]([NH:14][C:11]([C:9]1[NH:8][C:5]2=[CH:6][N:7]=[C:2]([Cl:1])[CH:3]=[C:4]2[CH:10]=1)=[O:13])[CH2:24][O:25][CH3:26]. The catalyst class is: 163. (2) Reactant: [F:1][C:2]1[C:7]([CH:8]2[CH2:12][CH2:11][N:10]([C:13]([O:15]C(C)(C)C)=O)[CH2:9]2)=[CH:6][CH:5]=[CH:4][N:3]=1.F[C:21](F)(F)C(O)=O.C(OC(=O)C)(=O)C.C(=O)(O)[O-].[Na+]. Product: [F:1][C:2]1[C:7]([CH:8]2[CH2:12][CH2:11][N:10]([C:13](=[O:15])[CH3:21])[CH2:9]2)=[CH:6][CH:5]=[CH:4][N:3]=1. The catalyst class is: 2. (3) Reactant: [NH:1]1[CH:9]=[C:7]([CH3:8])[C:5](=[O:6])[NH:4][C:2]1=[O:3].[H-].[Li+].[C:12]1([CH:18]2[O:23][C@H:22]3[CH2:24][C@H:25](OS(C4C=CC(C)=CC=4)(=O)=O)[CH2:26][O:27][C@@H:21]3[CH2:20][O:19]2)[CH:17]=[CH:16][CH:15]=[CH:14][CH:13]=1. Product: [CH3:8][C:7]1[C:5](=[O:6])[NH:4][C:2](=[O:3])[N:1]([C@H:25]2[CH2:26][O:27][C@H:21]3[C@@H:22]([O:23][CH:18]([C:12]4[CH:17]=[CH:16][CH:15]=[CH:14][CH:13]=4)[O:19][CH2:20]3)[CH2:24]2)[CH:9]=1. The catalyst class is: 31. (4) Reactant: BrC1C=CC(O)=C(C2C=[CH:16][C:15]3[C:10](=[CH:11][CH:12]=[C:13]([C:18]4[N:22]([CH:23]5[CH2:28][CH2:27][CH2:26][CH2:25][CH2:24]5)[C:21]5[CH:29]=[CH:30][C:31]([C:33]([OH:35])=[O:34])=[CH:32][C:20]=5[N:19]=4)[CH:14]=3)[N:9]=2)C=1.C(OC(C1C=CC2N(C3CCCCC3)C(C3C=CC(N)=C(C=O)C=3)=NC=2C=1)=O)C.[Cl:66][C:67]1[CH:68]=[C:69]([C:74](=O)[CH3:75])[CH:70]=[CH:71][C:72]=1[Cl:73].[OH-].[K+]. Product: [CH:23]1([N:22]2[C:21]3[CH:29]=[CH:30][C:31]([C:33]([OH:35])=[O:34])=[CH:32][C:20]=3[N:19]=[C:18]2[C:13]2[CH:14]=[C:15]3[C:10](=[CH:11][CH:12]=2)[N:9]=[C:74]([C:69]2[CH:70]=[CH:71][C:72]([Cl:73])=[C:67]([Cl:66])[CH:68]=2)[CH:75]=[CH:16]3)[CH2:24][CH2:25][CH2:26][CH2:27][CH2:28]1. The catalyst class is: 8. (5) Reactant: [CH3:1][O:2][C:3]1[CH:4]=[C:5]2[C:10](=[CH:11][CH:12]=1)[C:9]([O:13][CH2:14]OC)=[C:8]([C:17]1[O:18][CH:19]=[CH:20][CH:21]=1)[C:7]([CH3:22])=[CH:6]2.Cl.O1CCOCC1.FC1[CH:38]=[CH:37][C:34]([CH:35]=[O:36])=[CH:33][CH:32]=1.C([O-])([O-])=O.[Cs+].[Cs+]. Product: [O:18]1[CH:19]=[CH:20][CH:21]=[C:17]1[C:8]1[C:7]([CH3:22])=[CH:6][C:5]2[C:10](=[CH:11][CH:12]=[C:3]([O:2][CH3:1])[CH:4]=2)[C:9]=1[O:13][C:14]1[CH:38]=[CH:37][C:34]([CH:35]=[O:36])=[CH:33][CH:32]=1. The catalyst class is: 16. (6) Reactant: [CH3:1][C:2]1[S:3][CH:4]=[CH:5][N:6]=1.[Li]CCCC.[C:12](OCC)(=[O:19])[C:13]1[CH:18]=[CH:17][CH:16]=[CH:15][CH:14]=1.CCOC(C)=O. Product: [C:13]1([C:12](=[O:19])[CH2:1][C:2]2[S:3][CH:4]=[CH:5][N:6]=2)[CH:18]=[CH:17][CH:16]=[CH:15][CH:14]=1. The catalyst class is: 1. (7) Reactant: [CH2:1]([N:3]1[N:7]=[N:6][C:5]([CH2:8][N:9]2[C:14]3[CH:15]=[C:16]([C:18]4[CH:23]=[CH:22][C:21]([F:24])=[CH:20][CH:19]=4)[S:17][C:13]=3[C:12](=[O:25])[N:11]([CH:26]3[CH2:31][CH2:30][N:29](C(OC(C)(C)C)=O)[CH2:28][CH2:27]3)[C:10]2=[O:39])=[N:4]1)[CH3:2].[ClH:40]. Product: [ClH:40].[CH2:1]([N:3]1[N:7]=[N:6][C:5]([CH2:8][N:9]2[C:14]3[CH:15]=[C:16]([C:18]4[CH:19]=[CH:20][C:21]([F:24])=[CH:22][CH:23]=4)[S:17][C:13]=3[C:12](=[O:25])[N:11]([CH:26]3[CH2:31][CH2:30][NH:29][CH2:28][CH2:27]3)[C:10]2=[O:39])=[N:4]1)[CH3:2]. The catalyst class is: 12. (8) Reactant: C([O:3][C:4]([C:6]1[N:7]=[N:8][N:9]([CH2:11][C:12]2[C:17]([F:18])=[CH:16][CH:15]=[CH:14][C:13]=2[F:19])[CH:10]=1)=[O:5])C.O.NN.C(O)C. Product: [F:18][C:17]1[CH:16]=[CH:15][CH:14]=[C:13]([F:19])[C:12]=1[CH2:11][N:9]1[CH:10]=[C:6]([C:4]([OH:5])=[O:3])[N:7]=[N:8]1. The catalyst class is: 6. (9) Reactant: [H-].[Na+].[Br:3][C:4]1[CH:9]=[CH:8][C:7]([N:10]2[C:14](=[O:15])[NH:13][CH:12]=[N:11]2)=[CH:6][CH:5]=1.[CH3:16][Si:17]([CH3:24])([CH3:23])[CH2:18][CH2:19][O:20][CH2:21]Cl. Product: [Br:3][C:4]1[CH:5]=[CH:6][C:7]([N:10]2[C:14](=[O:15])[N:13]([CH2:21][O:20][CH2:19][CH2:18][Si:17]([CH3:24])([CH3:23])[CH3:16])[CH:12]=[N:11]2)=[CH:8][CH:9]=1. The catalyst class is: 3.